This data is from Forward reaction prediction with 1.9M reactions from USPTO patents (1976-2016). The task is: Predict the product of the given reaction. (1) Given the reactants [CH3:1][C:2]1[CH:7]=[CH:6][CH:5]=[CH:4][C:3]=1[N:8]1[CH2:13][CH2:12][NH:11][CH2:10][CH2:9]1.ClC(Cl)(Cl)[CH:16]=[O:17], predict the reaction product. The product is: [CH3:1][C:2]1[CH:7]=[CH:6][CH:5]=[CH:4][C:3]=1[N:8]1[CH2:13][CH2:12][N:11]([CH:16]=[O:17])[CH2:10][CH2:9]1. (2) Given the reactants [F:1][C:2]1[CH:11]=[CH:10][C:5]([C:6]([O:8]C)=O)=[C:4]([OH:12])[CH:3]=1.[CH:13]1([NH2:16])[CH2:15][CH2:14]1, predict the reaction product. The product is: [CH:13]1([NH:16][C:6](=[O:8])[C:5]2[CH:10]=[CH:11][C:2]([F:1])=[CH:3][C:4]=2[OH:12])[CH2:15][CH2:14]1. (3) Given the reactants [CH:1]1[C:13]2[CH:12]([CH2:14][O:15][C:16]([NH:18][C@@H:19]([CH2:23][CH:24]([CH3:26])[CH3:25])[C:20](O)=[O:21])=[O:17])[C:11]3[C:6](=[CH:7][CH:8]=[CH:9][CH:10]=3)[C:5]=2[CH:4]=[CH:3][CH:2]=1.S(Cl)([Cl:29])=O.CN(C=O)C, predict the reaction product. The product is: [Cl:29][C:20](=[O:21])[C@@H:19]([NH:18][C:16](=[O:17])[O:15][CH2:14][CH:12]1[C:11]2[CH:10]=[CH:9][CH:8]=[CH:7][C:6]=2[C:5]2[C:13]1=[CH:1][CH:2]=[CH:3][CH:4]=2)[CH2:23][CH:24]([CH3:26])[CH3:25]. (4) Given the reactants C(O)(=O)C.C(O[C:8]1(O[Si](C)(C)C)[CH2:10][CH2:9]1)C.[N:16]1([C:22]2[CH:27]=[C:26]([CH2:28][N:29]3[CH:34]=[C:33]([C:35]4[O:39][N:38]=[C:37]([C:40]5[CH:45]=[CH:44][C:43]([O:46][C:47]([F:50])([F:49])[F:48])=[CH:42][CH:41]=5)[N:36]=4)[CH:32]=[CH:31][C:30]3=[O:51])[CH:25]=[CH:24][N:23]=2)[CH2:21][CH2:20][NH:19][CH2:18][CH2:17]1.C([BH3-])#N.[Na+], predict the reaction product. The product is: [CH:8]1([N:19]2[CH2:18][CH2:17][N:16]([C:22]3[CH:27]=[C:26]([CH2:28][N:29]4[CH:34]=[C:33]([C:35]5[O:39][N:38]=[C:37]([C:40]6[CH:45]=[CH:44][C:43]([O:46][C:47]([F:50])([F:48])[F:49])=[CH:42][CH:41]=6)[N:36]=5)[CH:32]=[CH:31][C:30]4=[O:51])[CH:25]=[CH:24][N:23]=3)[CH2:21][CH2:20]2)[CH2:10][CH2:9]1. (5) Given the reactants [CH3:1][C:2]1([C:7]2[O:11][C:10]([CH2:12][N:13]3[CH:17]=[CH:16][C:15]([NH2:18])=[N:14]3)=[CH:9][CH:8]=2)[O:6]CCO1.[Cl:19][C:20]1[CH:25]=[CH:24][C:23]([C:26]2[O:30][CH:29]=[N:28][C:27]=2[C:31](O)=[O:32])=[CH:22][CH:21]=1, predict the reaction product. The product is: [C:2]([C:7]1[O:11][C:10]([CH2:12][N:13]2[CH:17]=[CH:16][C:15]([NH:18][C:31]([C:27]3[N:28]=[CH:29][O:30][C:26]=3[C:23]3[CH:24]=[CH:25][C:20]([Cl:19])=[CH:21][CH:22]=3)=[O:32])=[N:14]2)=[CH:9][CH:8]=1)(=[O:6])[CH3:1]. (6) Given the reactants [CH3:1][O:2][C:3]1[CH:4]=[CH:5][C:6]([CH:10]2[CH2:19][CH2:18][C:17]3[C:12](=[CH:13][CH:14]=[C:15]([O:20][CH3:21])[CH:16]=3)[CH2:11]2)=[C:7]([NH2:9])[CH:8]=1.[CH2:22]([O:29][C:30]1[CH:35]=[CH:34][C:33]([CH2:36][C:37](Cl)=O)=[CH:32][CH:31]=1)[C:23]1[CH:28]=[CH:27][CH:26]=[CH:25][CH:24]=1, predict the reaction product. The product is: [CH2:22]([O:29][C:30]1[CH:31]=[CH:32][C:33]([CH2:36][CH2:37][NH:9][C:7]2[CH:8]=[C:3]([O:2][CH3:1])[CH:4]=[CH:5][C:6]=2[CH:10]2[CH2:19][CH2:18][C:17]3[C:12](=[CH:13][CH:14]=[C:15]([O:20][CH3:21])[CH:16]=3)[CH2:11]2)=[CH:34][CH:35]=1)[C:23]1[CH:24]=[CH:25][CH:26]=[CH:27][CH:28]=1. (7) Given the reactants O[C:2]1[CH:3]=[C:4]([C:11]([O:13][CH2:14][CH3:15])=[O:12])[C:5]2[CH:10]=[N:9][NH:8][C:6]=2[N:7]=1.P(Br)(Br)([Br:18])=O, predict the reaction product. The product is: [Br:18][C:2]1[CH:3]=[C:4]([C:11]([O:13][CH2:14][CH3:15])=[O:12])[C:5]2[CH:10]=[N:9][NH:8][C:6]=2[N:7]=1.